This data is from M1 muscarinic receptor agonist screen with 61,833 compounds. The task is: Binary Classification. Given a drug SMILES string, predict its activity (active/inactive) in a high-throughput screening assay against a specified biological target. The drug is s1c(c2nc3onc(c3c(c3n4CCCCCc4nn3)c2)C)ccc1. The result is 0 (inactive).